Dataset: Full USPTO retrosynthesis dataset with 1.9M reactions from patents (1976-2016). Task: Predict the reactants needed to synthesize the given product. (1) Given the product [C:9]([C:11]1[N:12]([NH:16][C:17](=[O:23])[O:18][C:19]([CH3:20])([CH3:22])[CH3:21])[CH:13]=[CH:14][CH:15]=1)(=[O:3])[NH2:10], predict the reactants needed to synthesize it. The reactants are: C([O-])(=[O:3])C.[NH4+].C(#N)C.[C:9]([C:11]1[N:12]([NH:16][C:17](=[O:23])[O:18][C:19]([CH3:22])([CH3:21])[CH3:20])[CH:13]=[CH:14][CH:15]=1)#[N:10].[OH-].[NH4+].OO. (2) Given the product [F:12][C:9]1[CH:10]=[CH:11][C:2]([C:15]2[NH:14][N:13]=[CH:17][CH:16]=2)=[C:3]([CH:8]=1)[C:4]([O:6][CH3:7])=[O:5], predict the reactants needed to synthesize it. The reactants are: Br[C:2]1[CH:11]=[CH:10][C:9]([F:12])=[CH:8][C:3]=1[C:4]([O:6][CH3:7])=[O:5].[NH:13]1[C:17](B(O)O)=[CH:16][CH:15]=[N:14]1.C([O-])(O)=O.[Na+]. (3) Given the product [CH3:1][O:2][C:3]1[CH:4]=[C:5]2[C:10](=[CH:11][C:12]=1[O:13][CH3:14])[N:9]=[CH:8][CH:7]=[C:6]2[S:15][C:17]1[S:18][C:19]([N+:22]([O-:24])=[O:23])=[CH:20][CH:21]=1, predict the reactants needed to synthesize it. The reactants are: [CH3:1][O:2][C:3]1[CH:4]=[C:5]2[C:10](=[CH:11][C:12]=1[O:13][CH3:14])[NH:9][CH:8]=[CH:7][C:6]2=[S:15].Br[C:17]1[S:18][C:19]([N+:22]([O-:24])=[O:23])=[CH:20][CH:21]=1.C(=O)([O-])[O-].[K+].[K+]. (4) Given the product [O:1]=[C:2]1[NH:6][C:5](=[O:7])[CH:4]([CH2:8][C:9]2[CH:14]=[CH:13][C:12]([C:15]3[CH:16]=[C:17]([C:33]4[CH:34]=[CH:35][CH:36]=[CH:37][CH:38]=4)[CH:18]=[C:19]([CH2:21][N:22]([CH3:32])[C:23](=[O:31])[CH2:24][CH2:25][CH2:26][CH2:27][CH2:28][CH2:29][CH3:30])[CH:20]=3)=[CH:11][CH:10]=2)[S:3]1, predict the reactants needed to synthesize it. The reactants are: [O:1]=[C:2]1[NH:6][C:5](=[O:7])[C:4](=[CH:8][C:9]2[CH:14]=[CH:13][C:12]([C:15]3[CH:16]=[C:17]([C:33]4[CH:38]=[CH:37][CH:36]=[CH:35][CH:34]=4)[CH:18]=[C:19]([CH2:21][N:22]([CH3:32])[C:23](=[O:31])[CH2:24][CH2:25][CH2:26][CH2:27][CH2:28][CH2:29][CH3:30])[CH:20]=3)=[CH:11][CH:10]=2)[S:3]1.[H][H]. (5) Given the product [CH3:22][C:17]1[NH:16][CH:15]=[N:19][C:18]=1[CH2:20][N:34]1[C:33](=[O:37])[C:26]2[C:27]3[CH:28]=[CH:29][CH:30]=[CH:31][C:32]=3[N:24]([CH3:23])[C:25]=2[CH2:36][CH2:35]1, predict the reactants needed to synthesize it. The reactants are: FC(F)(F)C(O)=O.C([C:15]1[NH:16][C:17]([CH3:22])=[C:18]([CH2:20]O)[N:19]=1)(OC(C)(C)C)=O.[CH3:23][N:24]1[C:32]2[CH:31]=[CH:30][CH:29]=[CH:28][C:27]=2[C:26]2[C:33](=[O:37])[NH:34][CH2:35][CH2:36][C:25]1=2.